From a dataset of Forward reaction prediction with 1.9M reactions from USPTO patents (1976-2016). Predict the product of the given reaction. (1) The product is: [Br:1][C:2]1[C:6]([N+:7]([O-:9])=[O:8])=[C:5]([Br:10])[N:4]([CH2:14][CH2:15][CH2:16][OH:17])[N:3]=1. Given the reactants [Br:1][C:2]1[C:6]([N+:7]([O-:9])=[O:8])=[C:5]([Br:10])[NH:4][N:3]=1.[H-].[Na+].Br[CH2:14][CH2:15][CH2:16][OH:17], predict the reaction product. (2) Given the reactants ClC(OCC(C)C)=O.[C:9]([O:13][C:14]([NH:16][C@@H:17]([CH2:21][CH2:22][C:23]1[CH:28]=[CH:27][CH:26]=[CH:25][CH:24]=1)[C:18]([OH:20])=O)=[O:15])([CH3:12])([CH3:11])[CH3:10].CN1CCOCC1.Cl.[CH3:37][NH:38][O:39][CH3:40], predict the reaction product. The product is: [CH3:40][O:39][N:38]([CH3:37])[C:18](=[O:20])[CH:17]([NH:16][C:14]([O:13][C:9]([CH3:10])([CH3:11])[CH3:12])=[O:15])[CH2:21][CH2:22][C:23]1[CH:28]=[CH:27][CH:26]=[CH:25][CH:24]=1. (3) Given the reactants [C:1]([N:4]1[C:13]2[C:8](=[CH:9][C:10](Br)=[CH:11][CH:12]=2)[N:7]([C:15]([O:17][CH:18]2[CH2:21][C:20]([F:23])([F:22])[CH2:19]2)=[O:16])[CH2:6][C@@H:5]1[CH3:24])(=[O:3])[CH3:2].CC1(C)OB([C:31]2[CH:32]=[N:33][N:34]([CH:36]3[CH2:39][N:38]([C:40]([O:42][C:43]([CH3:46])([CH3:45])[CH3:44])=[O:41])[CH2:37]3)[CH:35]=2)OC1(C)C.C(=O)([O-])[O-].[Cs+].[Cs+].O1CCOCC1, predict the reaction product. The product is: [C:1]([N:4]1[C:13]2[C:8](=[CH:9][C:10]([C:31]3[CH:32]=[N:33][N:34]([CH:36]4[CH2:37][N:38]([C:40]([O:42][C:43]([CH3:46])([CH3:45])[CH3:44])=[O:41])[CH2:39]4)[CH:35]=3)=[CH:11][CH:12]=2)[N:7]([C:15]([O:17][CH:18]2[CH2:21][C:20]([F:23])([F:22])[CH2:19]2)=[O:16])[CH2:6][C@@H:5]1[CH3:24])(=[O:3])[CH3:2]. (4) Given the reactants N([O-])=O.[Na+].[F:5][C:6]1[CH:7]=[C:8]([NH2:17])[CH:9]=[CH:10][C:11]=1[N:12]1[CH:16]=[CH:15][CH:14]=[N:13]1.[N-:18]=[N+:19]=[N-].[Na+].C([O-])(=O)C.[Na+], predict the reaction product. The product is: [N:17]([C:8]1[CH:9]=[CH:10][C:11]([N:12]2[CH:16]=[CH:15][CH:14]=[N:13]2)=[C:6]([F:5])[CH:7]=1)=[N+:18]=[N-:19]. (5) Given the reactants Cl.Cl.[F:3][C:4]([F:9])([CH2:7][NH2:8])[CH2:5][NH2:6].Cl.[NH2:11][C:12](N)=N.C[O-].[Na+], predict the reaction product. The product is: [F:3][C:4]1([F:9])[CH2:7][NH:8][C:12]([NH2:11])=[N:6][CH2:5]1. (6) Given the reactants [CH2:1]([C:3]1[C:11]([NH:12][C:13]([CH:15]2[CH2:20][CH2:19][O:18][CH2:17][CH2:16]2)=[O:14])=[C:6]2[CH:7]=[CH:8][CH:9]=[CH:10][N:5]2[N:4]=1)[CH3:2].CC(C)([O-])C.[K+].COCCOC.Br[CH2:34][CH:35]1[CH2:37][CH2:36]1, predict the reaction product. The product is: [CH:35]1([CH2:34][N:12]([C:11]2[C:3]([CH2:1][CH3:2])=[N:4][N:5]3[CH:10]=[CH:9][CH:8]=[CH:7][C:6]=23)[C:13]([CH:15]2[CH2:20][CH2:19][O:18][CH2:17][CH2:16]2)=[O:14])[CH2:37][CH2:36]1.